Dataset: Full USPTO retrosynthesis dataset with 1.9M reactions from patents (1976-2016). Task: Predict the reactants needed to synthesize the given product. (1) Given the product [N:1]1[C:6]2[CH:7]=[CH:8][CH:9]=[CH:10][C:5]=2[N:4]=[C:3]([N:11]2[CH2:12][CH2:13][CH:14]([C:17]([NH:19][C:20]3[CH:29]=[CH:28][CH:27]=[CH:26][C:21]=3[C:22]([OH:24])=[O:23])=[O:18])[CH2:15][CH2:16]2)[N:2]=1, predict the reactants needed to synthesize it. The reactants are: [N:1]1[C:6]2[CH:7]=[CH:8][CH:9]=[CH:10][C:5]=2[N:4]=[C:3]([N:11]2[CH2:16][CH2:15][CH:14]([C:17]([NH:19][C:20]3[CH:29]=[CH:28][CH:27]=[CH:26][C:21]=3[C:22]([O:24]C)=[O:23])=[O:18])[CH2:13][CH2:12]2)[N:2]=1.C(=O)([O-])[O-].[Na+].[Na+]. (2) Given the product [CH2:19]([O:1][C:2]1[CH:7]=[CH:6][C:5]([C:8](=[O:10])[CH3:9])=[CH:4][C:3]=1[O:11][CH3:12])[C:20]1[CH:25]=[CH:24][CH:23]=[CH:22][CH:21]=1, predict the reactants needed to synthesize it. The reactants are: [OH:1][C:2]1[CH:7]=[CH:6][C:5]([C:8](=[O:10])[CH3:9])=[CH:4][C:3]=1[O:11][CH3:12].C(=O)([O-])[O-].[K+].[K+].[CH2:19](Br)[C:20]1[CH:25]=[CH:24][CH:23]=[CH:22][CH:21]=1. (3) Given the product [CH:38]1([C:36]([NH:35][C:33]2[N:34]=[C:29]3[CH:28]=[CH:27][C:26]([O:25][C:24]4[CH:23]=[C:22]([NH:21][C:7]([C:6]5[O:5][CH:4]=[N:3][C:2]=5[CH3:1])=[O:9])[CH:43]=[CH:42][CH:41]=4)=[CH:31][N:30]3[N:32]=2)=[O:37])[CH2:39][CH2:40]1, predict the reactants needed to synthesize it. The reactants are: [CH3:1][C:2]1[N:3]=[CH:4][O:5][C:6]=1[C:7]([OH:9])=O.O1CCCC1.C(Cl)(=O)C(Cl)=O.[NH2:21][C:22]1[CH:23]=[C:24]([CH:41]=[CH:42][CH:43]=1)[O:25][C:26]1[CH:27]=[CH:28][C:29]2[N:30]([N:32]=[C:33]([NH:35][C:36]([CH:38]3[CH2:40][CH2:39]3)=[O:37])[N:34]=2)[CH:31]=1. (4) Given the product [Cl:32][C:33]1([CH2:48][CH3:49])[CH:34]=[CH:35][C:36]([O:37][C:38]2[CH:45]=[CH:44][C:41]([CH2:42][NH:43][C:4](=[O:6])[C:3]3[CH:7]=[CH:8][CH:9]=[N:10][C:2]=3[NH2:1])=[CH:40][CH:39]=2)=[CH:46][CH2:47]1, predict the reactants needed to synthesize it. The reactants are: [NH2:1][C:2]1[N:10]=[CH:9][CH:8]=[CH:7][C:3]=1[C:4]([OH:6])=O.ON1C2C=CC=CC=2N=N1.CCN=C=NCCCN(C)C.[Cl:32][C:33]1([CH2:48][CH3:49])[CH:47]=[CH:46][C:36]([O:37][C:38]2[CH:45]=[CH:44][C:41]([CH2:42][NH2:43])=[CH:40][CH:39]=2)=[CH:35][CH2:34]1.C(=O)(O)[O-].[Na+]. (5) The reactants are: [CH3:1][O:2][C:3]1[C:12]([O:13][CH3:14])=[N:11][C:10]2[C:9]([C:15](Cl)=[O:16])=[C:8]([CH3:18])[C:7]([N+:19]([O-:21])=[O:20])=[CH:6][C:5]=2[N:4]=1.Cl.[NH2:23][C@H:24]([C:32]([O:34][C:35]([CH3:38])([CH3:37])[CH3:36])=[O:33])[CH2:25][C:26]1[CH:31]=[CH:30][CH:29]=[CH:28][CH:27]=1. Given the product [CH3:1][O:2][C:3]1[C:12]([O:13][CH3:14])=[N:11][C:10]2[C:9]([C:15]([NH:23][C@@H:24]([CH2:25][C:26]3[CH:27]=[CH:28][CH:29]=[CH:30][CH:31]=3)[C:32]([O:34][C:35]([CH3:37])([CH3:36])[CH3:38])=[O:33])=[O:16])=[C:8]([CH3:18])[C:7]([N+:19]([O-:21])=[O:20])=[CH:6][C:5]=2[N:4]=1, predict the reactants needed to synthesize it. (6) The reactants are: [CH3:1][O:2][C:3]1[CH:4]=[C:5]2[C:10](=[CH:11][CH:12]=1)[N:9]=[CH:8][CH:7]=[CH:6]2.[OH:13]O.[OH-].[NH4+]. Given the product [CH3:1][O:2][C:3]1[CH:4]=[C:5]2[C:10](=[CH:11][CH:12]=1)[N+:9]([O-:13])=[CH:8][CH:7]=[CH:6]2, predict the reactants needed to synthesize it. (7) Given the product [CH:1]1([NH:4][C:5]2[N:10]3[N:11]=[CH:12][C:13]([CH:14]=[C:43]4[CH2:48][C:47](=[O:49])[NH:46][C:44]4=[O:45])=[C:9]3[N:8]=[C:7]([C:16]3[CH:21]=[CH:20][CH:19]=[C:18]([CH2:22][OH:23])[CH:17]=3)[CH:6]=2)[CH2:2][CH2:3]1, predict the reactants needed to synthesize it. The reactants are: [CH:1]1([NH:4][C:5]2[N:10]3[N:11]=[CH:12][C:13]([CH:14]=O)=[C:9]3[N:8]=[C:7]([C:16]3[CH:21]=[CH:20][CH:19]=[C:18]([CH2:22][OH:23])[CH:17]=3)[CH:6]=2)[CH2:3][CH2:2]1.C1(P(=[C:43]2[CH2:48][C:47](=[O:49])[NH:46][C:44]2=[O:45])(C2C=CC=CC=2)C2C=CC=CC=2)C=CC=CC=1. (8) The reactants are: [Cl:1][C:2]1[CH:3]=[CH:4][C:5]([OH:25])=[C:6]([CH:24]=1)[C:7]([NH:9][C:10]1[CH:15]=[C:14]([C:16]([F:19])([F:18])[F:17])[CH:13]=[CH:12][C:11]=1[C:20]([F:23])([F:22])[F:21])=[O:8].[N:26]1([C:32](Cl)=[O:33])[CH2:31][CH2:30][O:29][CH2:28][CH2:27]1. Given the product [Cl:1][C:2]1[CH:3]=[CH:4][C:5]([O:25][C:32]([N:26]2[CH2:31][CH2:30][O:29][CH2:28][CH2:27]2)=[O:33])=[C:6]([CH:24]=1)[C:7]([NH:9][C:10]1[CH:15]=[C:14]([C:16]([F:19])([F:18])[F:17])[CH:13]=[CH:12][C:11]=1[C:20]([F:21])([F:22])[F:23])=[O:8], predict the reactants needed to synthesize it. (9) Given the product [NH2:9][C:7]1[CH:6]=[CH:5][C:4]([N:12]2[CH2:17][CH2:16][N:15]([CH2:18][C@@H:19]([OH:21])[CH3:20])[CH2:14][CH2:13]2)=[C:3]([O:2][CH3:1])[CH:8]=1, predict the reactants needed to synthesize it. The reactants are: [CH3:1][O:2][C:3]1[CH:8]=[C:7]([N+:9]([O-])=O)[CH:6]=[CH:5][C:4]=1[N:12]1[CH2:17][CH2:16][N:15]([CH2:18][C@@H:19]([OH:21])[CH3:20])[CH2:14][CH2:13]1.